This data is from NCI-60 drug combinations with 297,098 pairs across 59 cell lines. The task is: Regression. Given two drug SMILES strings and cell line genomic features, predict the synergy score measuring deviation from expected non-interaction effect. (1) Drug 1: CC1=CC2C(CCC3(C2CCC3(C(=O)C)OC(=O)C)C)C4(C1=CC(=O)CC4)C. Drug 2: CC1=C(C(=CC=C1)Cl)NC(=O)C2=CN=C(S2)NC3=CC(=NC(=N3)C)N4CCN(CC4)CCO. Cell line: KM12. Synergy scores: CSS=-1.32, Synergy_ZIP=6.83, Synergy_Bliss=-4.20, Synergy_Loewe=-1.23, Synergy_HSA=-7.55. (2) Drug 1: C1=CC(=CC=C1C#N)C(C2=CC=C(C=C2)C#N)N3C=NC=N3. Drug 2: CC1=C(C(CCC1)(C)C)C=CC(=CC=CC(=CC(=O)O)C)C. Cell line: RXF 393. Synergy scores: CSS=-0.614, Synergy_ZIP=6.41, Synergy_Bliss=-0.935, Synergy_Loewe=-3.45, Synergy_HSA=-4.36. (3) Drug 2: CC1=C(C(=CC=C1)Cl)NC(=O)C2=CN=C(S2)NC3=CC(=NC(=N3)C)N4CCN(CC4)CCO. Synergy scores: CSS=24.1, Synergy_ZIP=-5.00, Synergy_Bliss=2.19, Synergy_Loewe=-5.81, Synergy_HSA=2.61. Drug 1: C1=CC(=CC=C1CC(C(=O)O)N)N(CCCl)CCCl.Cl. Cell line: NCI-H226.